Dataset: Full USPTO retrosynthesis dataset with 1.9M reactions from patents (1976-2016). Task: Predict the reactants needed to synthesize the given product. (1) Given the product [F:50][C:2]([F:1])([F:49])[C:3]1[CH:4]=[C:5]([C@H:13]2[O:17][C:16](=[O:18])[N:15]([CH2:19][C:20]3[CH:25]=[C:24]([C:26]([F:28])([F:29])[F:27])[CH:23]=[CH:22][C:21]=3[C:30]3[CH:31]=[C:32]([C:37]4[CH:42]=[CH:41][C:40]([C:43]([OH:45])=[O:44])=[CH:39][C:38]=4[CH3:47])[CH:33]=[CH:34][C:35]=3[Cl:36])[C@H:14]2[CH3:48])[CH:6]=[C:7]([C:9]([F:12])([F:11])[F:10])[CH:8]=1, predict the reactants needed to synthesize it. The reactants are: [F:1][C:2]([F:50])([F:49])[C:3]1[CH:4]=[C:5]([C@H:13]2[O:17][C:16](=[O:18])[N:15]([CH2:19][C:20]3[CH:25]=[C:24]([C:26]([F:29])([F:28])[F:27])[CH:23]=[CH:22][C:21]=3[C:30]3[CH:31]=[C:32]([C:37]4[CH:42]=[CH:41][C:40]([C:43]([O:45]C)=[O:44])=[CH:39][C:38]=4[CH3:47])[CH:33]=[CH:34][C:35]=3[Cl:36])[C@H:14]2[CH3:48])[CH:6]=[C:7]([C:9]([F:12])([F:11])[F:10])[CH:8]=1.[OH-].[K+]. (2) Given the product [CH3:11][C:1]1[CH:6]=[CH:5][CH:4]=[CH:3][C:2]=1[CH2:7][C:8]([NH2:18])=[O:9], predict the reactants needed to synthesize it. The reactants are: [C:1]1([CH3:11])[CH:6]=[CH:5][CH:4]=[CH:3][C:2]=1[CH2:7][C:8](O)=[O:9].C(Cl)(=O)C(Cl)=O.[NH3:18]. (3) Given the product [Cl:16][C:17]1[C:22]([C:23]([NH:15][C:10]2[CH:11]=[CH:12][CH:13]=[C:14]3[C:9]=2[N:8]=[CH:7][N:6]=[C:5]3[NH:4][CH:1]([CH3:3])[CH3:2])=[O:24])=[C:21]([F:26])[C:20]([CH2:27][NH:28][C:29](=[O:34])[C:30]([CH3:32])([CH3:31])[CH3:33])=[CH:19][CH:18]=1, predict the reactants needed to synthesize it. The reactants are: [CH:1]([NH:4][C:5]1[C:14]2[C:9](=[C:10]([NH2:15])[CH:11]=[CH:12][CH:13]=2)[N:8]=[CH:7][N:6]=1)([CH3:3])[CH3:2].[Cl:16][C:17]1[C:22]([C:23](O)=[O:24])=[C:21]([F:26])[C:20]([CH2:27][NH:28][C:29](=[O:34])[C:30]([CH3:33])([CH3:32])[CH3:31])=[CH:19][CH:18]=1.C(Cl)(=O)C(Cl)=O.CCN(C(C)C)C(C)C. (4) Given the product [OH:19][C:14]1[CH:15]=[CH:16][CH:17]=[CH:18][C:13]=1[C:8]1[N:31]([CH2:23][CH2:24][C:25]2[CH:30]=[CH:29][CH:28]=[CH:27][CH:26]=2)[C:10](=[O:12])[C:11]2[C:6](=[CH:5][CH:4]=[CH:3][C:2]=2[CH3:1])[N:7]=1, predict the reactants needed to synthesize it. The reactants are: [CH3:1][C:2]1[C:11]2[C:10](=[O:12])O[C:8]([C:13]3[CH:18]=[CH:17][CH:16]=[CH:15][C:14]=3[O:19]C(=O)C)=[N:7][C:6]=2[CH:5]=[CH:4][CH:3]=1.[CH2:23]([NH2:31])[CH2:24][C:25]1[CH:30]=[CH:29][CH:28]=[CH:27][CH:26]=1.